This data is from Full USPTO retrosynthesis dataset with 1.9M reactions from patents (1976-2016). The task is: Predict the reactants needed to synthesize the given product. Given the product [CH3:21][N:22]([CH3:30])[C:23]1[CH:24]=[C:25]([CH:26]=[CH:27][CH:28]=1)[O:29][CH2:16][CH2:15][CH2:14][O:13][C:10]1[CH:9]=[CH:8][C:7]([CH2:6][C@H:5]([O:18][CH3:19])[C:4]([OH:3])=[O:20])=[CH:12][CH:11]=1, predict the reactants needed to synthesize it. The reactants are: C([O:3][C:4](=[O:20])[C@@H:5]([O:18][CH3:19])[CH2:6][C:7]1[CH:12]=[CH:11][C:10]([O:13][CH2:14][CH2:15][CH2:16]Br)=[CH:9][CH:8]=1)C.[CH3:21][N:22]([CH3:30])[C:23]1[CH:24]=[C:25]([OH:29])[CH:26]=[CH:27][CH:28]=1.CO[C@@H](CC1C=CC(OCCCOC2C=CC=CC=2)=CC=1)C(O)=O.